From a dataset of Forward reaction prediction with 1.9M reactions from USPTO patents (1976-2016). Predict the product of the given reaction. (1) Given the reactants Cl.Cl.[NH2:3][C:4]1[N:9]=[C:8]([N:10]2[CH2:15][CH2:14][O:13][CH2:12][CH2:11]2)[C:7]([NH2:16])=[C:6]([NH2:17])[N:5]=1.[CH:18]([CH:20]=O)=O, predict the reaction product. The product is: [N:10]1([C:8]2[C:7]3[C:6](=[N:17][CH:18]=[CH:20][N:16]=3)[N:5]=[C:4]([NH2:3])[N:9]=2)[CH2:15][CH2:14][O:13][CH2:12][CH2:11]1. (2) Given the reactants [CH2:1]([C:5]1[CH:10]=[CH:9][C:8]([C:11]#[C:12][C:13]2[CH:44]=[CH:43][C:16]([CH2:17][N:18]([CH2:32][C:33]3[C:42]4[C:37](=[CH:38][CH:39]=[CH:40][CH:41]=4)[CH:36]=[CH:35][CH:34]=3)[C:19]3[CH:31]=[CH:30][C:22]4[O:23]C(C)(C)[O:25][C:26](=[O:27])[C:21]=4[CH:20]=3)=[CH:15][CH:14]=2)=[CH:7][CH:6]=1)[CH2:2][CH2:3][CH3:4].O[Li].O.[ClH:48].[Na+].[Cl-], predict the reaction product. The product is: [ClH:48].[CH2:1]([C:5]1[CH:10]=[CH:9][C:8]([C:11]#[C:12][C:13]2[CH:44]=[CH:43][C:16]([CH2:17][N:18]([CH2:32][C:33]3[C:42]4[C:37](=[CH:38][CH:39]=[CH:40][CH:41]=4)[CH:36]=[CH:35][CH:34]=3)[C:19]3[CH:31]=[CH:30][C:22]([OH:23])=[C:21]([CH:20]=3)[C:26]([OH:27])=[O:25])=[CH:15][CH:14]=2)=[CH:7][CH:6]=1)[CH2:2][CH2:3][CH3:4]. (3) Given the reactants [O:1]=[S:2]1(=[O:49])[CH2:7][CH2:6][N:5]([CH2:8][CH2:9][NH:10][C@:11]23[CH2:45][CH2:44][C@@H:43]([C:46]([CH3:48])=[CH2:47])[C@@H:12]2[C@@H:13]2[C@@:26]([CH3:29])([CH2:27][CH2:28]3)[C@@:25]3([CH3:30])[C@@H:16]([C@:17]4([CH3:42])[C@@H:22]([CH2:23][CH2:24]3)[C:21]([CH3:32])([CH3:31])[C:20]([CH2:33][CH2:34][C:35]([CH3:41])([CH3:40])[CH2:36][C:37](O)=[O:38])=[CH:19][CH2:18]4)[CH2:15][CH2:14]2)[CH2:4][CH2:3]1.CN(C(ON1N=NC2C=CC=NC1=2)=[N+](C)C)C.F[P-](F)(F)(F)(F)F.C(N(CC)C(C)C)(C)C.[NH2:83][OH:84], predict the reaction product. The product is: [O:49]=[S:2]1(=[O:1])[CH2:7][CH2:6][N:5]([CH2:8][CH2:9][NH:10][C@:11]23[CH2:45][CH2:44][C@@H:43]([C:46]([CH3:48])=[CH2:47])[C@@H:12]2[C@@H:13]2[C@@:26]([CH3:29])([CH2:27][CH2:28]3)[C@@:25]3([CH3:30])[C@@H:16]([C@:17]4([CH3:42])[C@@H:22]([CH2:23][CH2:24]3)[C:21]([CH3:31])([CH3:32])[C:20]([CH2:33][CH2:34][C:35]([CH3:40])([CH3:41])[CH2:36][C:37]([NH:83][OH:84])=[O:38])=[CH:19][CH2:18]4)[CH2:15][CH2:14]2)[CH2:4][CH2:3]1. (4) Given the reactants [F:1][C:2]1[CH:3]=[CH:4][C:5]2[NH:6][C:7]3[C:12]([C:13]=2[CH:14]=1)=[C:11]([F:15])[CH:10]=[CH:9][CH:8]=3.[OH-].[K+].[CH2:18]([CH:20]1[O:22][CH2:21]1)Br, predict the reaction product. The product is: [F:1][C:2]1[CH:3]=[CH:4][C:5]2[N:6]([CH2:18][CH:20]3[CH2:21][O:22]3)[C:7]3[C:12]([C:13]=2[CH:14]=1)=[C:11]([F:15])[CH:10]=[CH:9][CH:8]=3.